Dataset: Forward reaction prediction with 1.9M reactions from USPTO patents (1976-2016). Task: Predict the product of the given reaction. (1) Given the reactants Br[C:2]1[C:11]([CH3:12])=[CH:10][CH:9]=[CH:8][C:3]=1[C:4]([O:6]C)=O.O=[C:14]1[CH2:19][CH2:18][O:17][CH:16]([CH:20]2[CH2:25][CH2:24][N:23]([C:26]([O:28][C:29]([CH3:32])([CH3:31])[CH3:30])=[O:27])[CH2:22][CH2:21]2)[CH2:15]1.C([O-])([O-])=O.[Cs+].[Cs+].CC1(C)C2C(=C(P(C3C=CC=CC=3)C3C=CC=CC=3)C=CC=2)OC2C(P(C3C=CC=CC=3)C3C=CC=CC=3)=CC=CC1=2.[NH3:81], predict the reaction product. The product is: [C:29]([O:28][C:26]([N:23]1[CH2:24][CH2:25][CH:20]([CH:16]2[O:17][CH2:18][C:19]3[C:2]4[C:3](=[CH:8][CH:9]=[CH:10][C:11]=4[CH3:12])[C:4](=[O:6])[NH:81][C:14]=3[CH2:15]2)[CH2:21][CH2:22]1)=[O:27])([CH3:32])([CH3:31])[CH3:30]. (2) Given the reactants Cl[C:2]1[CH:7]=[C:6]([O:8][C:9]2[CH:14]=[CH:13][C:12]([NH:15][C:16]3[CH:21]=[C:20]([C:22]4[CH:27]=[CH:26][CH:25]=[CH:24][CH:23]=4)[N:19]=[C:18]([NH2:28])[N:17]=3)=[CH:11][CH:10]=2)[CH:5]=[CH:4][N:3]=1.[CH3:29][O:30][CH2:31][C@@H:32]1[CH2:36][CH2:35][CH2:34][NH:33]1, predict the reaction product. The product is: [CH3:29][O:30][CH2:31][C@@H:32]1[CH2:36][CH2:35][CH2:34][N:33]1[C:2]1[CH:7]=[C:6]([O:8][C:9]2[CH:10]=[CH:11][C:12]([NH:15][C:16]3[CH:21]=[C:20]([C:22]4[CH:27]=[CH:26][CH:25]=[CH:24][CH:23]=4)[N:19]=[C:18]([NH2:28])[N:17]=3)=[CH:13][CH:14]=2)[CH:5]=[CH:4][N:3]=1. (3) Given the reactants C[N:2]1CCCC(O)C1.C(N(C(C)C)CC)(C)C.CS(Cl)(=O)=O.[CH3:23][NH:24][C:25]1[O:26][C:27]2[CH:33]=[CH:32][C:31]([N+:34]([O-:36])=[O:35])=[CH:30][C:28]=2[N:29]=1.[H-].[Na+].[CH3:39][N:40]1[CH2:45][CH2:44][CH2:43][CH:42](OS(C)(=O)=O)[CH2:41]1, predict the reaction product. The product is: [NH3:2].[CH3:23][N:24]([CH:42]1[CH2:43][CH2:44][CH2:45][N:40]([CH3:39])[CH2:41]1)[C:25]1[O:26][C:27]2[CH:33]=[CH:32][C:31]([N+:34]([O-:36])=[O:35])=[CH:30][C:28]=2[N:29]=1. (4) The product is: [F:31][C:29]1[CH:30]=[C:25]([C@@H:16]2[CH:15]=[CH:14][CH2:23][C@@H:22]3[N:17]2[C:18](=[O:24])[CH2:19][CH2:20][CH2:21]3)[CH:26]=[C:27]([F:33])[C:28]=1[F:32]. Given the reactants CS(Cl)(=O)=O.C(N(CC)CC)C.O[C@H:14]1[CH2:23][C@@H:22]2[N:17]([C:18](=[O:24])[CH2:19][CH2:20][CH2:21]2)[C@H:16]([C:25]2[CH:30]=[C:29]([F:31])[C:28]([F:32])=[C:27]([F:33])[CH:26]=2)[CH2:15]1, predict the reaction product.